This data is from Full USPTO retrosynthesis dataset with 1.9M reactions from patents (1976-2016). The task is: Predict the reactants needed to synthesize the given product. (1) Given the product [CH2:6]([O:13][C@@H:14]1[CH2:19][CH2:18][CH2:17][N:16]([C:20]([C:22]2[N:27]=[N:26][C:25]([C:28]([NH:30][C@@H:37]([CH:38]([CH3:40])[CH3:39])[CH2:41][OH:42])=[O:29])=[C:24]([CH2:32][CH:33]([CH3:35])[CH3:34])[CH:23]=2)=[O:21])[CH2:15]1)[C:7]1[CH:12]=[CH:11][CH:10]=[CH:9][CH:8]=1, predict the reactants needed to synthesize it. The reactants are: N([O-])=O.[Na+].Cl.[CH2:6]([O:13][C@@H:14]1[CH2:19][CH2:18][CH2:17][N:16]([C:20]([C:22]2[N:27]=[N:26][C:25]([C:28]([NH:30]N)=[O:29])=[C:24]([CH2:32][CH:33]([CH3:35])[CH3:34])[CH:23]=2)=[O:21])[CH2:15]1)[C:7]1[CH:12]=[CH:11][CH:10]=[CH:9][CH:8]=1.N[C@H:37]([CH2:41][OH:42])[CH:38]([CH3:40])[CH3:39]. (2) Given the product [C:1]([O:5][C:6](=[O:15])[NH:7][C:8]1[C:13]([C:21](=[O:24])[CH2:22][CH3:23])=[CH:12][CH:11]=[C:10]([Cl:14])[N:9]=1)([CH3:4])([CH3:2])[CH3:3], predict the reactants needed to synthesize it. The reactants are: [C:1]([O:5][C:6](=[O:15])[NH:7][C:8]1[CH:13]=[CH:12][CH:11]=[C:10]([Cl:14])[N:9]=1)([CH3:4])([CH3:3])[CH3:2].C([Li])CCC.[C:21](N1CCOCC1)(=[O:24])[CH2:22][CH3:23].[Cl-].[NH4+]. (3) Given the product [NH2:33][C:34]([CH2:39][OH:40])([CH2:37][OH:38])[CH2:35][OH:36].[CH3:1][N:2]1[C:10]2[C:9](=[O:11])[N:8]([CH2:12][CH2:13][O:14][C:15]3[CH:20]=[CH:19][C:18]([CH2:21][CH:22]([O:26][CH2:27][CH3:28])[C:23]([OH:25])=[O:24])=[CH:17][CH:16]=3)[C:7]([CH3:29])=[N:6][C:5]=2[C:4]([CH2:30][CH2:31][CH3:32])=[N:3]1.[CH3:1][N:2]1[C:10]2[C:9](=[O:11])[N:8]([CH2:12][CH2:13][O:14][C:15]3[CH:20]=[CH:19][C:18]([CH2:21][CH:22]([O:26][CH2:27][CH3:28])[C:23]([OH:25])=[O:24])=[CH:17][CH:16]=3)[C:7]([CH3:29])=[N:6][C:5]=2[C:4]([CH2:30][CH2:31][CH3:32])=[N:3]1, predict the reactants needed to synthesize it. The reactants are: [CH3:1][N:2]1[C:10]2[C:9](=[O:11])[N:8]([CH2:12][CH2:13][O:14][C:15]3[CH:20]=[CH:19][C:18]([CH2:21][CH:22]([O:26][CH2:27][CH3:28])[C:23]([OH:25])=[O:24])=[CH:17][CH:16]=3)[C:7]([CH3:29])=[N:6][C:5]=2[C:4]([CH2:30][CH2:31][CH3:32])=[N:3]1.[NH2:33][C:34]([CH2:39][OH:40])([CH2:37][OH:38])[CH2:35][OH:36]. (4) The reactants are: [Br:1][C:2]1[C:14]2[C:13]3[C:8](=[CH:9][CH:10]=[CH:11][CH:12]=3)[NH:7][C:6]=2[N:5]=[CH:4][CH:3]=1.[CH3:15]C1C=C2C(C3C(=[N+]([O-])C=CC=3)N2)=CC=1.P(Br)(Br)(Br)=O. Given the product [Br:1][C:2]1[C:14]2[C:13]3[C:8](=[CH:9][C:10]([CH3:15])=[CH:11][CH:12]=3)[NH:7][C:6]=2[N:5]=[CH:4][CH:3]=1, predict the reactants needed to synthesize it. (5) Given the product [Cl:43][C:38]1[CH:39]=[CH:40][CH:41]=[CH:42][C:37]=1[C:11]1[CH:10]=[C:9]([NH:8][S:5]([CH2:4][CH2:3][CH2:2][N:44]2[CH2:49][CH2:48][O:47][CH2:46][CH2:45]2)(=[O:6])=[O:7])[CH:18]=[C:17]2[C:12]=1[CH2:13][N:14]([CH2:28][C:29]1[CH:34]=[CH:33][C:32]([O:35][CH3:36])=[CH:31][CH:30]=1)[C:15](=[O:27])[N:16]2[C:19]1[C:24]([Cl:25])=[CH:23][CH:22]=[CH:21][C:20]=1[Cl:26], predict the reactants needed to synthesize it. The reactants are: Cl[CH2:2][CH2:3][CH2:4][S:5]([NH:8][C:9]1[CH:18]=[C:17]2[C:12]([CH2:13][N:14]([CH2:28][C:29]3[CH:34]=[CH:33][C:32]([O:35][CH3:36])=[CH:31][CH:30]=3)[C:15](=[O:27])[N:16]2[C:19]2[C:24]([Cl:25])=[CH:23][CH:22]=[CH:21][C:20]=2[Cl:26])=[C:11]([C:37]2[CH:42]=[CH:41][CH:40]=[CH:39][C:38]=2[Cl:43])[CH:10]=1)(=[O:7])=[O:6].[NH:44]1[CH2:49][CH2:48][O:47][CH2:46][CH2:45]1. (6) The reactants are: C[O:2][C:3]([C:5]1[N:6]([CH3:19])[N:7]=[C:8]([NH:10][CH2:11][C:12]2[CH:17]=[CH:16][CH:15]=[C:14]([Cl:18])[CH:13]=2)[CH:9]=1)=O.[AlH4-].[Li+].O.O.O.O.O.O.O.O.O.O.S([O-])([O-])(=O)=O.[Na+].[Na+]. Given the product [Cl:18][C:14]1[CH:13]=[C:12]([CH:17]=[CH:16][CH:15]=1)[CH2:11][NH:10][C:8]1[CH:9]=[C:5]([CH2:3][OH:2])[N:6]([CH3:19])[N:7]=1, predict the reactants needed to synthesize it.